Task: Predict which catalyst facilitates the given reaction.. Dataset: Catalyst prediction with 721,799 reactions and 888 catalyst types from USPTO Reactant: [NH2:1][C:2]1[CH:3]=[C:4]2[C:24](=[CH:25][CH:26]=1)[O:23][C:22]([CH3:28])([CH3:27])[C:18]1([CH2:21][O:20][CH2:19]1)[C@@:5]12[CH2:9][O:8][C:7]([NH:10][C:11](=[O:17])[O:12][C:13]([CH3:16])([CH3:15])[CH3:14])=[N:6]1.[Cl:29][C:30]1[CH:31]=[CH:32][C:33]([C:36](O)=[O:37])=[N:34][CH:35]=1.Cl.CN(C)CCCN=C=NCC.ON1C2C=CC=CC=2N=N1.C(N(CC)C(C)C)(C)C. Product: [Cl:29][C:30]1[CH:31]=[CH:32][C:33]([C:36]([NH:1][C:2]2[CH:3]=[C:4]3[C:24](=[CH:25][CH:26]=2)[O:23][C:22]([CH3:28])([CH3:27])[C:18]2([CH2:21][O:20][CH2:19]2)[C@@:5]23[CH2:9][O:8][C:7]([NH:10][C:11](=[O:17])[O:12][C:13]([CH3:16])([CH3:14])[CH3:15])=[N:6]2)=[O:37])=[N:34][CH:35]=1. The catalyst class is: 2.